From a dataset of Forward reaction prediction with 1.9M reactions from USPTO patents (1976-2016). Predict the product of the given reaction. (1) Given the reactants [CH2:1]([O:3][C:4]([C:6]1[CH:7]=[C:8]2[N:13]([CH:14]=1)[CH:12]=[C:11]([CH2:15][OH:16])[CH:10]=[CH:9]2)=[O:5])[CH3:2].[Br:17]Br, predict the reaction product. The product is: [CH2:1]([O:3][C:4]([C:6]1[C:7]([Br:17])=[C:8]2[N:13]([CH:14]=1)[CH:12]=[C:11]([CH2:15][OH:16])[CH:10]=[CH:9]2)=[O:5])[CH3:2]. (2) Given the reactants [CH2:1]([O:8][C:9]1[CH:17]=[CH:16][C:12]([C:13]([OH:15])=O)=[CH:11][CH:10]=1)[C:2]1[CH:7]=[CH:6][CH:5]=[CH:4][CH:3]=1.C(Cl)(=O)C(Cl)=O.[NH2:24][C:25]1[CH:26]=[C:27]([CH:34]=[CH:35][C:36]=1[CH3:37])[C:28]([NH:30][CH:31]1[CH2:33][CH2:32]1)=[O:29].N1C=CC=CC=1, predict the reaction product. The product is: [CH2:1]([O:8][C:9]1[CH:10]=[CH:11][C:12]([C:13]([NH:24][C:25]2[CH:26]=[C:27]([CH:34]=[CH:35][C:36]=2[CH3:37])[C:28]([NH:30][CH:31]2[CH2:32][CH2:33]2)=[O:29])=[O:15])=[CH:16][CH:17]=1)[C:2]1[CH:3]=[CH:4][CH:5]=[CH:6][CH:7]=1. (3) Given the reactants [CH2:1]([O:8][C:9]1[CH:10]=[C:11]2[C:16](=[CH:17][C:18]=1[O:19][CH3:20])[CH:15](/[CH:21]=[CH:22]/[C:23]1[CH:28]=[C:27]([O:29][CH2:30][C:31]3[CH:36]=[CH:35][CH:34]=[CH:33][CH:32]=3)[C:26]([O:37][CH3:38])=[CH:25][C:24]=1[CH3:39])[NH:14][CH2:13][CH2:12]2)[C:2]1[CH:7]=[CH:6][CH:5]=[CH:4][CH:3]=1.[C:40](O)(=[O:47])[C:41]1[CH:46]=[CH:45][N:44]=[CH:43][CH:42]=1.CCN(C(C)C)C(C)C.CN(C(ON1N=NC2C=CC=NC1=2)=[N+](C)C)C.F[P-](F)(F)(F)(F)F, predict the reaction product. The product is: [CH2:1]([O:8][C:9]1[CH:10]=[C:11]2[C:16](=[CH:17][C:18]=1[O:19][CH3:20])[CH:15](/[CH:21]=[CH:22]/[C:23]1[CH:28]=[C:27]([O:29][CH2:30][C:31]3[CH:32]=[CH:33][CH:34]=[CH:35][CH:36]=3)[C:26]([O:37][CH3:38])=[CH:25][C:24]=1[CH3:39])[N:14]([C:40]([C:41]1[CH:46]=[CH:45][N:44]=[CH:43][CH:42]=1)=[O:47])[CH2:13][CH2:12]2)[C:2]1[CH:7]=[CH:6][CH:5]=[CH:4][CH:3]=1. (4) Given the reactants [N+:1]([C:4]1[CH:9]=[CH:8][CH:7]=[CH:6][C:5]=1[N:10]1[CH2:16][CH2:15][CH2:14][CH2:13][CH2:12][CH:11]1[C:17]([O:19]CC)=O)([O-])=O.[H][H], predict the reaction product. The product is: [CH:6]1[C:5]2[N:10]3[CH2:16][CH2:15][CH2:14][CH2:13][CH2:12][CH:11]3[C:17](=[O:19])[NH:1][C:4]=2[CH:9]=[CH:8][CH:7]=1.